From a dataset of Full USPTO retrosynthesis dataset with 1.9M reactions from patents (1976-2016). Predict the reactants needed to synthesize the given product. Given the product [Cl:19][C:13]1[CH:14]=[C:15]([F:18])[CH:16]=[CH:17][C:12]=1[C:7]1[C:6]([C:4]([OH:5])=[O:3])=[CH:11][CH:10]=[CH:9][CH:8]=1, predict the reactants needed to synthesize it. The reactants are: C([O:3][C:4]([C:6]1[C:7]([C:12]2[CH:17]=[CH:16][C:15]([F:18])=[CH:14][C:13]=2[Cl:19])=[CH:8][CH:9]=[CH:10][CH:11]=1)=[O:5])C.[OH-].[Na+].